Dataset: NCI-60 drug combinations with 297,098 pairs across 59 cell lines. Task: Regression. Given two drug SMILES strings and cell line genomic features, predict the synergy score measuring deviation from expected non-interaction effect. (1) Drug 1: CC(C1=C(C=CC(=C1Cl)F)Cl)OC2=C(N=CC(=C2)C3=CN(N=C3)C4CCNCC4)N. Drug 2: C1CC(=O)NC(=O)C1N2CC3=C(C2=O)C=CC=C3N. Cell line: EKVX. Synergy scores: CSS=4.65, Synergy_ZIP=-3.24, Synergy_Bliss=-3.19, Synergy_Loewe=-4.00, Synergy_HSA=-2.12. (2) Drug 1: C1=CC(=C2C(=C1NCCNCCO)C(=O)C3=C(C=CC(=C3C2=O)O)O)NCCNCCO. Drug 2: C1=NC2=C(N1)C(=S)N=CN2. Cell line: COLO 205. Synergy scores: CSS=52.2, Synergy_ZIP=2.14, Synergy_Bliss=1.25, Synergy_Loewe=-4.44, Synergy_HSA=5.56. (3) Drug 1: C1=CC=C(C=C1)NC(=O)CCCCCCC(=O)NO. Drug 2: CN(CC1=CN=C2C(=N1)C(=NC(=N2)N)N)C3=CC=C(C=C3)C(=O)NC(CCC(=O)O)C(=O)O. Cell line: SR. Synergy scores: CSS=52.1, Synergy_ZIP=4.91, Synergy_Bliss=2.30, Synergy_Loewe=-41.2, Synergy_HSA=-0.483. (4) Drug 1: C1=NC2=C(N=C(N=C2N1C3C(C(C(O3)CO)O)O)F)N. Drug 2: CCN(CC)CCNC(=O)C1=C(NC(=C1C)C=C2C3=C(C=CC(=C3)F)NC2=O)C. Cell line: 786-0. Synergy scores: CSS=3.57, Synergy_ZIP=-0.392, Synergy_Bliss=1.59, Synergy_Loewe=-0.800, Synergy_HSA=-1.32. (5) Drug 1: CC1CCC2CC(C(=CC=CC=CC(CC(C(=O)C(C(C(=CC(C(=O)CC(OC(=O)C3CCCCN3C(=O)C(=O)C1(O2)O)C(C)CC4CCC(C(C4)OC)O)C)C)O)OC)C)C)C)OC. Drug 2: C(CN)CNCCSP(=O)(O)O. Cell line: A549. Synergy scores: CSS=34.5, Synergy_ZIP=-5.41, Synergy_Bliss=1.55, Synergy_Loewe=-79.9, Synergy_HSA=1.14. (6) Drug 1: CN1C2=C(C=C(C=C2)N(CCCl)CCCl)N=C1CCCC(=O)O.Cl. Drug 2: C(CN)CNCCSP(=O)(O)O. Cell line: MOLT-4. Synergy scores: CSS=7.02, Synergy_ZIP=-0.0655, Synergy_Bliss=7.53, Synergy_Loewe=6.25, Synergy_HSA=8.30. (7) Drug 1: C1=NC2=C(N=C(N=C2N1C3C(C(C(O3)CO)O)O)F)N. Drug 2: CNC(=O)C1=NC=CC(=C1)OC2=CC=C(C=C2)NC(=O)NC3=CC(=C(C=C3)Cl)C(F)(F)F. Cell line: UO-31. Synergy scores: CSS=3.77, Synergy_ZIP=-2.24, Synergy_Bliss=-1.38, Synergy_Loewe=-1.58, Synergy_HSA=-1.49. (8) Drug 1: CN(CC1=CN=C2C(=N1)C(=NC(=N2)N)N)C3=CC=C(C=C3)C(=O)NC(CCC(=O)O)C(=O)O. Cell line: MDA-MB-435. Drug 2: CC(C)CN1C=NC2=C1C3=CC=CC=C3N=C2N. Synergy scores: CSS=39.6, Synergy_ZIP=4.39, Synergy_Bliss=0.156, Synergy_Loewe=-15.6, Synergy_HSA=-0.690. (9) Drug 1: CC1CCC2CC(C(=CC=CC=CC(CC(C(=O)C(C(C(=CC(C(=O)CC(OC(=O)C3CCCCN3C(=O)C(=O)C1(O2)O)C(C)CC4CCC(C(C4)OC)OCCO)C)C)O)OC)C)C)C)OC. Drug 2: CCN(CC)CCNC(=O)C1=C(NC(=C1C)C=C2C3=C(C=CC(=C3)F)NC2=O)C. Cell line: UACC62. Synergy scores: CSS=0.786, Synergy_ZIP=0.257, Synergy_Bliss=1.45, Synergy_Loewe=-0.855, Synergy_HSA=-0.737.